Task: Predict the reactants needed to synthesize the given product.. Dataset: Full USPTO retrosynthesis dataset with 1.9M reactions from patents (1976-2016) (1) Given the product [F:1][C:2]1[CH:14]=[C:13]([C:15]2[CH:16]=[N:17][N:18]([CH:20]([CH:33]=[O:34])[C:21]([O:23][CH2:24][CH3:25])=[O:22])[CH:19]=2)[C:12]2[C:11]3[C:6](=[CH:7][CH:8]=[CH:9][CH:10]=3)[C:5]([OH:32])([C:28]([F:31])([F:29])[F:30])[C:4]=2[CH:3]=1, predict the reactants needed to synthesize it. The reactants are: [F:1][C:2]1[CH:14]=[C:13]([C:15]2[CH:16]=[N:17][N:18]([CH2:20][C:21]([O:23][C:24](C)(C)[CH3:25])=[O:22])[CH:19]=2)[C:12]2[C:11]3[C:6](=[CH:7][CH:8]=[CH:9][CH:10]=3)[C:5]([OH:32])([C:28]([F:31])([F:30])[F:29])[C:4]=2[CH:3]=1.[CH:33](OCC)=[O:34].[H-].[Na+].Cl. (2) Given the product [N:1]([C:2]1[C:10]([I:11])=[CH:9][C:5]([C:6]([OH:8])=[O:7])=[C:4]([O:12][CH3:13])[CH:3]=1)=[N+:18]=[N-:19], predict the reactants needed to synthesize it. The reactants are: [NH2:1][C:2]1[C:10]([I:11])=[CH:9][C:5]([C:6]([OH:8])=[O:7])=[C:4]([O:12][CH3:13])[CH:3]=1.N([O-])=O.[Na+].[N-:18]=[N+:19]=[N-].[Na+].